From a dataset of Drug-target binding data from BindingDB using IC50 measurements. Regression. Given a target protein amino acid sequence and a drug SMILES string, predict the binding affinity score between them. We predict pIC50 (pIC50 = -log10(IC50 in M); higher means more potent). Dataset: bindingdb_ic50. (1) The small molecule is CCc1cccc2cc(O)c(=O)[nH]c12. The target protein sequence is MDTARIAVVGAGVVGLSTAVCISKLVPRCSVTIISDKFTPDTTSDVAAGMLIPHTYPDTPIHTQKQWFRETFNHLFAIANSAEAGDAGVHLVSGWQIFQSTPTEEVPFWADVVLGFRKMTEAELKKFPQYVFGQAFTTLKCECPAYLPWLEKRIKGSGGWTLTRRIEDLWELHPSFDIVVNCSGLGSRQLAGDSKIFPVRGQVLQVQAPWVEHFIRDGSGLTYIYPGTSHVTLGGTRQKGDWNLSPDAENSREILSRCCALEPSLHGACNIREKVGLRPYRPGVRLQTELLARDGQRLPVVHHYGHGSGGISVHWGTALEAARLVSECVHALRTPIPKSNL. The pIC50 is 4.3. (2) The target protein (Q13822) has sequence MARRSSFQSCQIISLFTFAVGVNICLGFTAHRIKRAEGWEEGPPTVLSDSPWTNISGSCKGRCFELQEAGPPDCRCDNLCKSYTSCCHDFDELCLKTARGWECTKDRCGEVRNEENACHCSEDCLARGDCCTNYQVVCKGESHWVDDDCEEIKAAECPAGFVRPPLIIFSVDGFRASYMKKGSKVMPNIEKLRSCGTHSPYMRPVYPTKTFPNLYTLATGLYPESHGIVGNSMYDPVFDATFHLRGREKFNHRWWGGQPLWITATKQGVKAGTFFWSVVIPHERRILTILQWLTLPDHERPSVYAFYSEQPDFSGHKYGPFGPEMTNPLREIDKIVGQLMDGLKQLKLHRCVNVIFVGDHGMEDVTCDRTEFLSNYLTNVDDITLVPGTLGRIRSKFSNNAKYDPKAIIANLTCKKPDQHFKPYLKQHLPKRLHYANNRRIEDIHLLVERRWHVARKPLDVYKKPSGKCFFQGDHGFDNKVNSMQTVFVGYGSTFKYKTK.... The small molecule is CCc1nc2cnc(N3CCN(CC(=O)N4CCOCC4)CC3)cn2c1N(C)c1nc(-c2ccc(F)cc2)c(C#N)s1. The pIC50 is 6.0. (3) The small molecule is C[N+](C)(CC#CCOC1=NOCC1)CCCCCC[N+]1(C)CCC(N2C(=O)c3cccc4cccc(c34)C2=O)CC1. The target protein (P09660) has sequence MTMALLGTLLLLALFGRSQGKNEELSLYHHLFDNYDPECRPVRRPEDTVTITLKVTLTNLISLNEKEETLTTSVWIGIEWQDYRLNFSKDDFAGVEILRVPSEHVWLPEIVLENNIDGQFGVAYDCNVLVYEGGSVSWLPPAIYRSTCAVEVTYFPFDWQNCSLIFRSQTYNAEEVELIFAVDDDGNAINKIDIDTAAFTENGEWAIDYCPGMIRHYEGGSTEDPGETDVIYTLIIRRKPLFYVINIIVPCVLISGLVLLAYFLPAQAGGQKCTVSINVLLAQTVFLFLIAQKIPETSLSVPLLGRYLIFVMVVATLIVMNCVIVLNVSLRTPTTHATSPRLRQILLELLPRLLGLSPPPEDPGAASPARRASSVGILLRAEELILKKPRSELVFEGQRHRHGTWTAAALCQNLGAAAPEVRCCVDAVNFVAESTRDQEATGEELSDWVRMGKALDNVCFWAALVLFSVGSTLIFLGGYFNQVPDLPYPPCIQP. The pIC50 is 4.6. (4) The drug is O=C(c1cc2cc(Cl)ccc2[nH]1)N1C[C@]2(CCN(C3CCNCC3)C2)c2ccccc21. The target protein sequence is MAGSAVDSANHLTYLFGNITREEAEDYLVQGGMTDGLYLLRQSRNYLGGFALSVAHNRKAHHYTIERELNGTYAISGGRAHASPADLCHYHSQEPDGLICLLKKPFNRPPGVQPKTGPFEDLKENLIREYVKQTWNLQGQALEQAIISQKPQLEKLIATTAHEKMPWFHGNISRDESEQTVLIGSKTNGKFLIRARDNSGSYALCLLHEGKVLHYRIDRDKTGKLSIPEGKKFDTLWQLVEHYSYKPDGLLRVLTVPCQKIGAQMGHPGSPNAHPVTWSPGGIISRIKSYSFPKPGHKKPAPPQGSRPESTVSFNPYEPTGGPWGPDRGLQREALPMDTEVYESPYADPEEIRPKEVYLDRSLLTLEDNELGSGNFGTVKKGYYQMKKVVKTVAVKILKNEANDPALKDELLAEANVMQQLDNPYIVRMIGICEAESWMLVMEMAELGPLNKYLQQNRHIKDKNIIELVHQVSMGMKYLEESNFVHRDLAARNVLLVTQH.... The pIC50 is 5.1. (5) The drug is Cc1ccc(S(=O)(=O)Nc2ccc(C(=O)/C=C/c3ccc(O)c(O)c3)cc2)cc1. The target protein (P16098) has sequence MEVNVKGNYVQVYVMLPLDAVSVNNRFEKGDELRAQLRKLVEAGVDGVMVDVWWGLVEGKGPKAYDWSAYKQLFELVQKAGLKLQAIMSFHQCGGNVGDAVNIPIPQWVRDVGTRDPDIFYTDGHGTRNIEYLTLGVDNQPLFHGRSAVQMYADYMTSFRENMKDFLDAGVIVDIEVGLGPAGEMRYPSYPQSHGWSFPGIGEFICYDKYLQADFKAAAAAVGHPEWEFPNDVGQYNDTPERTQFFRDNGTYLSEKGRFFLAWYSNNLIKHGDRILDEANKVFLGYKVQLAIKISGIHWWYKVPSHAAELTAGYYNLHDRDGYRTIARMLKRHRASINFTCAEMRDLEQSSQAMSAPEELVQQVLSAGWREGLNVACENALPRYDPTAYNTILRNARPHGINQSGPPEHKLFGFTYLRLSNQLVEGQNYVNFKTFVDRMHANLPRDPYVDPMAPLPRSGPEISIEMILQAAQPKLQPFPFQEHTDLPVGPTGGMGGQAEG.... The pIC50 is 4.2. (6) The small molecule is CC(C)C[C@H](NC(=O)CNC(=O)[C@H](C)NC(=O)[C@H](CC(C)C)NC(=O)[C@H](CCCNC(=N)N)NC(=O)[C@H](Cc1cnc[nH]1)NC(=O)[C@@H](NC(=O)[C@@H](N)C(C)C)[C@@H](C)O)C(=O)N[C@@H](CC(C)C)C(=O)N[C@@H](CO)C(=O)N[C@@H](CCCNC(=N)N)C(=O)N[C@@H](CO)C(=O)NCC(=O)NCC(=O)N[C@H](C(=O)N[C@H](C(=O)N[C@@H](CCCCN)C(=O)N[C@@H](CC(N)=O)C(=O)N[C@@H](CC(N)=O)C(=O)N[C@@H](Cc1ccccc1)C(=O)N[C@H](C(=O)N1CCC[C@H]1C(=O)N[C@H](C(=O)N[C@@H](CC(N)=O)C(=O)N[C@H](C(=O)NCC(=O)N[C@@H](CO)C(=O)N[C@@H](CCCCN)C(=O)N[C@@H](C)C(=O)N[C@@H](Cc1ccccc1)C(N)=O)C(C)C)[C@@H](C)O)C(C)C)C(C)C)C(C)C. The target protein (Q7Z4H4) has sequence MARIPTAALGCISLLCLQLPGSLSRSLGGDPRPVKPREPPARSPSSSLQPRHPAPRPVVWKLHRALQAQRGAGLAPVMGQPLRDGGRQHSGPRRHSGPRRTQAQLLRVGCVLGTCQVQNLSHRLWQLMGPAGRQDSAPVDPSSPHSYG. The pIC50 is 6.6.